Dataset: Full USPTO retrosynthesis dataset with 1.9M reactions from patents (1976-2016). Task: Predict the reactants needed to synthesize the given product. (1) The reactants are: [Br:1][C:2]1[CH:9]=[C:8]([Cl:10])[CH:7]=[CH:6][C:3]=1[CH:4]=O.C1COCC1.[C:16]([CH:20]=P(C1C=CC=CC=1)(C1C=CC=CC=1)C1C=CC=CC=1)([O:18][CH3:19])=[O:17]. Given the product [Br:1][C:2]1[CH:9]=[C:8]([Cl:10])[CH:7]=[CH:6][C:3]=1/[CH:4]=[CH:20]/[C:16]([O:18][CH3:19])=[O:17], predict the reactants needed to synthesize it. (2) Given the product [C:14]1([S:20][C:8]2[C:4]3[CH:3]=[CH:2][S:1][C:5]=3[NH:6][C:7]=2[C:9]([NH2:11])=[O:10])[CH:19]=[CH:18][CH:17]=[CH:16][CH:15]=1, predict the reactants needed to synthesize it. The reactants are: [S:1]1[C:5]2[NH:6][C:7]([C:9]([NH2:11])=[O:10])=[CH:8][C:4]=2[CH:3]=[CH:2]1.[H-].[Na+].[C:14]1([S:20][S:20][C:14]2[CH:19]=[CH:18][CH:17]=[CH:16][CH:15]=2)[CH:19]=[CH:18][CH:17]=[CH:16][CH:15]=1.O.